From a dataset of Catalyst prediction with 721,799 reactions and 888 catalyst types from USPTO. Predict which catalyst facilitates the given reaction. (1) Reactant: [Br:1][C:2]1[CH:6]=[N:5][N:4]([CH3:7])[C:3]=1[NH:8][C:9](=[O:17])[C:10]1[CH:15]=[CH:14][C:13](I)=[CH:12][CH:11]=1.[F:18][C:19]1[CH:24]=[CH:23][C:22](B(O)O)=[CH:21][CH:20]=1.C(=O)([O-])[O-].[Cs+].[Cs+].COCCOC. Product: [Br:1][C:2]1[CH:6]=[N:5][N:4]([CH3:7])[C:3]=1[NH:8][C:9]([C:10]1[CH:15]=[CH:14][C:13]([C:22]2[CH:23]=[CH:24][C:19]([F:18])=[CH:20][CH:21]=2)=[CH:12][CH:11]=1)=[O:17]. The catalyst class is: 690. (2) Reactant: C([Si](C1C=CC=CC=1)(C1C=CC=CC=1)[O:6][CH2:7][CH2:8][O:9][C:10]1[CH:15]=[CH:14][C:13](/[CH:16]=[CH:17]/[C:18]([NH:20][S:21]([CH2:24][CH2:25][CH2:26][CH2:27][CH3:28])(=[O:23])=[O:22])=[O:19])=[C:12]([O:29][C:30]2[C:35]([Cl:36])=[CH:34][C:33]([C:37]([F:40])([F:39])[F:38])=[CH:32][N:31]=2)[CH:11]=1)(C)(C)C.[F-].C([N+](CCCC)(CCCC)CCCC)CCC.Cl. Product: [OH2:6].[Cl:36][C:35]1[C:30]([O:29][C:12]2[CH:11]=[C:10]([O:9][CH2:8][CH2:7][OH:6])[CH:15]=[CH:14][C:13]=2/[CH:16]=[CH:17]/[C:18]([NH:20][S:21]([CH2:24][CH2:25][CH2:26][CH2:27][CH3:28])(=[O:23])=[O:22])=[O:19])=[N:31][CH:32]=[C:33]([C:37]([F:39])([F:38])[F:40])[CH:34]=1. The catalyst class is: 54. (3) Reactant: Cl[CH2:2][CH2:3][CH2:4][CH2:5][CH:6]([C:15]1[NH:19][N:18]=[C:17]([NH:20][C:21]2[CH:26]=[CH:25][C:24]([N:27]3[CH:31]=[C:30]([Cl:32])[N:29]=[CH:28]3)=[C:23]([O:33][CH3:34])[CH:22]=2)[N:16]=1)[C:7]1[CH:12]=[C:11]([F:13])[CH:10]=[C:9]([F:14])[CH:8]=1.[I-].[Na+]. Product: [Cl:32][C:30]1[N:29]=[CH:28][N:27]([C:24]2[CH:25]=[CH:26][C:21]([NH:20][C:17]3[N:16]=[C:15]4[CH:6]([C:7]5[CH:12]=[C:11]([F:13])[CH:10]=[C:9]([F:14])[CH:8]=5)[CH2:5][CH2:4][CH2:3][CH2:2][N:19]4[N:18]=3)=[CH:22][C:23]=2[O:33][CH3:34])[CH:31]=1. The catalyst class is: 21. (4) Product: [C:1]([O:5][C:6]([N:8]1[CH2:13][CH2:12][CH:11]([CH2:14][N:15]([CH3:16])[CH2:29][C:27]2[CH:26]=[CH:25][N:24]=[C:23]([C:20]3[CH:19]=[CH:18][N:17]=[CH:22][CH:21]=3)[N:28]=2)[CH2:10][CH2:9]1)=[O:7])([CH3:4])([CH3:3])[CH3:2]. Reactant: [C:1]([O:5][C:6]([N:8]1[CH2:13][CH2:12][CH:11]([CH2:14][NH:15][CH3:16])[CH2:10][CH2:9]1)=[O:7])([CH3:4])([CH3:3])[CH3:2].[N:17]1[CH:22]=[CH:21][C:20]([C:23]2[N:28]=[C:27]([CH:29]=O)[CH:26]=[CH:25][N:24]=2)=[CH:19][CH:18]=1.[BH-](OC(C)=O)(OC(C)=O)OC(C)=O.[Na+]. The catalyst class is: 2.